This data is from Forward reaction prediction with 1.9M reactions from USPTO patents (1976-2016). The task is: Predict the product of the given reaction. (1) Given the reactants Br[C:2]1[C:3]([O:17][CH3:18])=[C:4]([C:13]([O:15][CH3:16])=[O:14])[C:5]2[NH:6][C:7](=[O:12])[CH:8]=[N:9][C:10]=2[CH:11]=1.[F:19][C:20]1[CH:21]=[C:22](B(O)O)[CH:23]=[CH:24][CH:25]=1.C(=O)([O-])[O-].[K+].[K+], predict the reaction product. The product is: [F:19][C:20]1[CH:25]=[C:24]([C:2]2[C:3]([O:17][CH3:18])=[C:4]([C:13]([O:15][CH3:16])=[O:14])[C:5]3[NH:6][C:7](=[O:12])[CH:8]=[N:9][C:10]=3[CH:11]=2)[CH:23]=[CH:22][CH:21]=1. (2) The product is: [O:32]=[C:26]1[CH:25]([N:18]2[C:17](=[O:33])[C:16]3[C:20](=[CH:21][CH:22]=[CH:23][C:15]=3[CH2:14][NH:13][C:41]([NH:40][C:34]3[CH:39]=[CH:38][CH:37]=[CH:36][CH:35]=3)=[O:42])[C:19]2=[O:24])[CH2:30][CH2:29][C:28](=[O:31])[NH:27]1. Given the reactants N12CCCN=C1CCCCC2.Cl.[NH2:13][CH2:14][C:15]1[CH:23]=[CH:22][CH:21]=[C:20]2[C:16]=1[C:17](=[O:33])[N:18]([CH:25]1[CH2:30][CH2:29][C:28](=[O:31])[NH:27][C:26]1=[O:32])[C:19]2=[O:24].[C:34]1([N:40]=[C:41]=[O:42])[CH:39]=[CH:38][CH:37]=[CH:36][CH:35]=1, predict the reaction product. (3) Given the reactants C(OC(=O)[NH:7][C@H:8]1[CH2:13][CH2:12][C@H:11]([CH2:14][N:15]=[N+:16]=[N-:17])[CH2:10][CH2:9]1)(C)(C)C.[ClH:19], predict the reaction product. The product is: [ClH:19].[N:15]([CH2:14][C@H:11]1[CH2:12][CH2:13][C@H:8]([NH2:7])[CH2:9][CH2:10]1)=[N+:16]=[N-:17].